Dataset: Catalyst prediction with 721,799 reactions and 888 catalyst types from USPTO. Task: Predict which catalyst facilitates the given reaction. (1) Reactant: [C:1]([O:5][C:6]([N:8]1[CH2:13][CH2:12][C:11]2([CH2:18][CH2:17][NH:16][CH2:15][CH2:14]2)[CH2:10][CH2:9]1)=[O:7])([CH3:4])([CH3:3])[CH3:2].C(N(CC)CC)C.[C:26]([C:28]1[CH:36]=[CH:35][C:31]([C:32](Cl)=[O:33])=[CH:30][CH:29]=1)#[N:27]. Product: [C:1]([O:5][C:6]([N:8]1[CH2:13][CH2:12][C:11]2([CH2:18][CH2:17][N:16]([C:32](=[O:33])[C:31]3[CH:35]=[CH:36][C:28]([C:26]#[N:27])=[CH:29][CH:30]=3)[CH2:15][CH2:14]2)[CH2:10][CH2:9]1)=[O:7])([CH3:4])([CH3:2])[CH3:3]. The catalyst class is: 172. (2) The catalyst class is: 2. Product: [CH3:1][C:2]1[N:10]=[CH:9][CH:8]=[CH:7][C:3]=1[C:4]([NH2:13])=[O:5]. Reactant: [CH3:1][C:2]1[N:10]=[CH:9][CH:8]=[CH:7][C:3]=1[C:4](O)=[O:5].C(N1C=CN=C1)([N:13]1C=CN=C1)=O. (3) The catalyst class is: 8. Product: [NH2:9][C:8]1[N:40]([C:35]2[CH:34]=[C:33]([CH:38]=[CH:37][C:36]=2[CH3:39])[C:32]([NH:31][CH:28]2[CH2:30][CH2:29]2)=[O:42])[N:41]=[CH:10][C:7]=1[C:5](=[O:6])[C:4]1[CH:18]=[CH:19][CH:20]=[C:2]([Cl:1])[CH:3]=1. Reactant: [Cl:1][C:2]1[CH:3]=[C:4]([CH:18]=[CH:19][CH:20]=1)[C:5]([C:7](=[CH:10]NC1C=CC=CC=1)[C:8]#[N:9])=[O:6].FC(F)(F)C(O)=O.[CH:28]1([NH:31][C:32](=[O:42])[C:33]2[CH:38]=[CH:37][C:36]([CH3:39])=[C:35]([NH:40][NH2:41])[CH:34]=2)[CH2:30][CH2:29]1.C(N(CC)CC)C. (4) Reactant: [O:1]([C:8]1[CH:9]=[C:10]([C:18](OC)=[O:19])[CH:11]=[C:12]([CH:17]=1)[C:13](OC)=[O:14])[C:2]1[CH:7]=[CH:6][CH:5]=[CH:4][CH:3]=1.CN1CCNCC1. Product: [O:1]([C:8]1[CH:9]=[C:10]([CH:18]=[O:19])[CH:11]=[C:12]([CH:17]=1)[CH:13]=[O:14])[C:2]1[CH:7]=[CH:6][CH:5]=[CH:4][CH:3]=1. The catalyst class is: 247. (5) Reactant: [NH2:1][C@H:2]1[CH2:6][CH2:5][NH:4][CH2:3]1.C(#N)C.Cl[C:11]1[CH:20]=[CH:19][C:18]2[C:17]([C:21]([NH:23][CH2:24][C:25]3([OH:32])[CH2:31][CH2:30][CH2:29][CH2:28][CH2:27][CH2:26]3)=[O:22])=[C:16]([Cl:33])[CH:15]=[CH:14][C:13]=2[N:12]=1.C(=O)([O-])[O-].[K+].[K+]. Product: [NH2:1][C@H:2]1[CH2:6][CH2:5][N:4]([C:11]2[CH:20]=[CH:19][C:18]3[C:17]([C:21]([NH:23][CH2:24][C:25]4([OH:32])[CH2:31][CH2:30][CH2:29][CH2:28][CH2:27][CH2:26]4)=[O:22])=[C:16]([Cl:33])[CH:15]=[CH:14][C:13]=3[N:12]=2)[CH2:3]1. The catalyst class is: 6.